Dataset: Full USPTO retrosynthesis dataset with 1.9M reactions from patents (1976-2016). Task: Predict the reactants needed to synthesize the given product. (1) Given the product [ClH:28].[ClH:59].[CH:31]1([C:34]2[C:35]([CH2:44][N:45]3[CH2:50][CH2:49][N:48]([C@H:51]([C:53]4[CH:58]=[C:57]([Cl:59])[CH:56]=[C:55]([Cl:60])[CH:54]=4)[CH3:52])[C@@H:47]([CH3:61])[CH2:46]3)=[CH:36][C:37]([F:43])=[C:38]([CH:42]=2)[C:39]([OH:41])=[O:40])[CH2:33][CH2:32]1, predict the reactants needed to synthesize it. The reactants are: C1(C2C(CN3CCC[C@H](OC4C=C([Cl:28])C=C(Cl)C=4)C3)=CC(F)=C(C=2)C(O)=O)CC1.Cl.[CH:31]1([C:34]2[C:35]([CH2:44][N:45]3[CH2:50][CH2:49][N:48]([C@H:51]([C:53]4[CH:58]=[C:57]([Cl:59])[CH:56]=[C:55]([Cl:60])[CH:54]=4)[CH3:52])[C@@H:47]([CH3:61])[CH2:46]3)=[CH:36][C:37]([F:43])=[C:38]([CH:42]=2)[C:39]([OH:41])=[O:40])[CH2:33][CH2:32]1.C1(S(N)(=O)=O)CC1. (2) The reactants are: Br[C:2]1[CH:3]=[C:4]([C:9]2[O:10][C:11]([CH:14]3[CH2:16][CH2:15]3)=[N:12][N:13]=2)[C:5]([NH2:8])=[N:6][CH:7]=1.[NH:17]1[C:25]2[C:20](=[CH:21][C:22](B(O)O)=[CH:23][CH:24]=2)[CH:19]=[CH:18]1.C([O-])([O-])=O.[K+].[K+].O1CCOCC1. Given the product [CH:14]1([C:11]2[O:10][C:9]([C:4]3[C:5]([NH2:8])=[N:6][CH:7]=[C:2]([C:22]4[CH:21]=[C:20]5[C:25](=[CH:24][CH:23]=4)[NH:17][CH:18]=[CH:19]5)[CH:3]=3)=[N:13][N:12]=2)[CH2:16][CH2:15]1, predict the reactants needed to synthesize it. (3) Given the product [I:1][C:2]1[C:3]([CH3:11])=[N:4][CH:5]=[C:6]([N+:8]([O-:10])=[O:9])[CH:7]=1, predict the reactants needed to synthesize it. The reactants are: [I:1][C:2]1[C:3]([CH:11](C(OCC)=O)C(OCC)=O)=[N:4][CH:5]=[C:6]([N+:8]([O-:10])=[O:9])[CH:7]=1.C([O-])([O-])=O.[Na+].[Na+]. (4) Given the product [CH3:1][O:2][C:3]1[CH:8]=[C:7]([O:9][CH3:10])[CH:6]=[CH:5][C:4]=1[C:11]1[O:18][C:23]2[CH:22]=[C:21]([O:20][CH3:19])[C:26]([O:27][CH3:28])=[CH:25][C:24]=2[C:12]=1[C:13]([O:15][CH2:16][CH3:17])=[O:14], predict the reactants needed to synthesize it. The reactants are: [CH3:1][O:2][C:3]1[CH:8]=[C:7]([O:9][CH3:10])[CH:6]=[CH:5][C:4]=1[C:11](=[O:18])[CH2:12][C:13]([O:15][CH2:16][CH3:17])=[O:14].[CH3:19][O:20][C:21]1[CH:22]=[C:23](O)[CH:24]=[CH:25][C:26]=1[O:27][CH3:28]. (5) Given the product [NH:16]1[C:17]2[C:13](=[CH:12][C:11]([C:8]3[C:7]4[C:2]([NH2:1])=[N:3][CH:4]=[CH:5][C:6]=4[O:10][CH:9]=3)=[CH:19][CH:18]=2)[CH2:14][CH2:15]1, predict the reactants needed to synthesize it. The reactants are: [NH2:1][C:2]1[C:7]2[C:8]([C:11]3[CH:12]=[C:13]4[C:17](=[CH:18][CH:19]=3)[N:16](C(OC(C)(C)C)=O)[CH2:15][CH2:14]4)=[CH:9][O:10][C:6]=2[CH:5]=[CH:4][N:3]=1.Cl.O1CCOCC1. (6) The reactants are: [F:1][C:2]1[N:7]=[CH:6][C:5]([NH2:8])=[CH:4][CH:3]=1.C([Mg]Cl)(C)C.[CH:14]1([C:17]2[CH:21]=[C:20]([NH:22][C:23]3[C:32]4[CH2:31][CH2:30][CH2:29][CH2:28][C:27]=4[N:26]=[C:25]([N:33]4[CH2:37][CH2:36][CH2:35][CH:34]4[C:38](OC)=[O:39])[N:24]=3)[NH:19][N:18]=2)[CH2:16][CH2:15]1. Given the product [CH:14]1([C:17]2[NH:18][N:19]=[C:20]([NH:22][C:23]3[C:32]4[CH2:31][CH2:30][CH2:29][CH2:28][C:27]=4[N:26]=[C:25]([N:33]4[CH2:37][CH2:36][CH2:35][C@@H:34]4[C:38]([NH:8][C:5]4[CH:6]=[N:7][C:2]([F:1])=[CH:3][CH:4]=4)=[O:39])[N:24]=3)[CH:21]=2)[CH2:16][CH2:15]1, predict the reactants needed to synthesize it. (7) Given the product [Cl:1][C:2]1[CH:11]=[CH:10][CH:9]=[C:8]2[C:3]=1[C:4]([C:12]([OH:14])=[O:13])=[CH:5][N:6]=[CH:7]2, predict the reactants needed to synthesize it. The reactants are: [Cl:1][C:2]1[CH:11]=[CH:10][CH:9]=[C:8]2[C:3]=1[C:4]([C:12]([O:14]C)=[O:13])=[CH:5][N:6]=[CH:7]2.[OH-].[K+].Cl. (8) The reactants are: [CH2:1]([NH:8][C:9]1[CH:10]=[C:11]([CH:17]=[CH:18][C:19]=1[N+:20]([O-])=O)[C:12]([O:14][CH2:15][CH3:16])=[O:13])[C:2]1[CH:7]=[CH:6][CH:5]=[CH:4][CH:3]=1. Given the product [NH2:20][C:19]1[CH:18]=[CH:17][C:11]([C:12]([O:14][CH2:15][CH3:16])=[O:13])=[CH:10][C:9]=1[NH:8][CH2:1][C:2]1[CH:7]=[CH:6][CH:5]=[CH:4][CH:3]=1, predict the reactants needed to synthesize it.